The task is: Predict the product of the given reaction.. This data is from Forward reaction prediction with 1.9M reactions from USPTO patents (1976-2016). Given the reactants [CH3:1][S:2]([NH:5][C:6]1[CH:11]=[CH:10][C:9]([C:12]2[C:21](=[O:22])[C:20]3[C:15](=[CH:16][C:17]([O:23][CH2:24][C:25]4[CH:26]=[C:27]([CH:31]=[CH:32][CH:33]=4)[C:28]([OH:30])=[O:29])=[CH:18][CH:19]=3)[O:14][CH:13]=2)=[CH:8][CH:7]=1)(=[O:4])=[O:3].[CH2:34]([N:36]([CH2:39][CH3:40])[CH2:37][CH3:38])[CH3:35].ClC1C=C(Cl)C=C(Cl)C=1C(Cl)=[O:45].N1CCOCC1.CN(C1C=CC=CN=1)C, predict the reaction product. The product is: [CH3:1][S:2]([NH:5][C:6]1[CH:7]=[CH:8][C:9]([C:12]2[C:21](=[O:22])[C:20]3[C:15](=[CH:16][C:17]([O:23][CH2:24][C:25]4[CH:26]=[C:27]([CH:31]=[CH:32][CH:33]=4)[C:28]([O:30][CH2:35][CH2:34][N:36]4[CH2:39][CH2:40][O:45][CH2:38][CH2:37]4)=[O:29])=[CH:18][CH:19]=3)[O:14][CH:13]=2)=[CH:10][CH:11]=1)(=[O:3])=[O:4].